This data is from Full USPTO retrosynthesis dataset with 1.9M reactions from patents (1976-2016). The task is: Predict the reactants needed to synthesize the given product. (1) Given the product [Br:1][C:2]1[CH:9]=[CH:8][C:5]([CH2:6][N:10]=[N+:11]=[N-:12])=[CH:4][CH:3]=1, predict the reactants needed to synthesize it. The reactants are: [Br:1][C:2]1[CH:9]=[CH:8][C:5]([CH2:6]Br)=[CH:4][CH:3]=1.[N-:10]=[N+:11]=[N-:12].[Na+].CS(C)=O. (2) Given the product [OH:1][C@H:2]([C@@H:13]([NH:21][C:22](=[O:41])[C@H:23]([CH2:37][C:38](=[O:40])[NH2:39])[NH:24][C:25]([C:27]1[CH:36]=[CH:35][C:34]2[C:29](=[CH:30][CH:31]=[CH:32][CH:33]=2)[N:28]=1)=[O:26])[CH2:14][C:15]1[CH:20]=[CH:19][CH:18]=[CH:17][CH:16]=1)[CH2:3][N:4]([CH2:6][CH:7]1[CH2:8][CH2:9][CH2:10][CH2:11][CH2:12]1)[NH:5][C:47]([NH:46][C:42]([CH3:45])([CH3:44])[CH3:43])=[O:48], predict the reactants needed to synthesize it. The reactants are: [OH:1][C@H:2]([C@@H:13]([NH:21][C:22](=[O:41])[C@H:23]([CH2:37][C:38](=[O:40])[NH2:39])[NH:24][C:25]([C:27]1[CH:36]=[CH:35][C:34]2[C:29](=[CH:30][CH:31]=[CH:32][CH:33]=2)[N:28]=1)=[O:26])[CH2:14][C:15]1[CH:20]=[CH:19][CH:18]=[CH:17][CH:16]=1)[CH2:3][N:4]([CH2:6][CH:7]1[CH2:12][CH2:11][CH2:10][CH2:9][CH2:8]1)[NH2:5].[C:42]([N:46]=[C:47]=[O:48])([CH3:45])([CH3:44])[CH3:43]. (3) Given the product [CH2:1]([O:3][C:4]([C:5]1[O:13][C:14]2[CH:15]=[C:16]([O:20][CH3:21])[CH:17]=[CH:18][C:19]=2[C:6]=1[C:7]([O:9][CH2:10][CH3:11])=[O:8])=[O:22])[CH3:2], predict the reactants needed to synthesize it. The reactants are: [CH2:1]([O:3][C:4](=[O:22])[CH:5]([O:13][C:14]1[CH:19]=[CH:18][CH:17]=[C:16]([O:20][CH3:21])[CH:15]=1)[C:6](=O)[C:7]([O:9][CH2:10][CH3:11])=[O:8])[CH3:2].S(=O)(=O)(O)O. (4) Given the product [CH3:16][O:5][C:4](=[O:6])[C:3]1[CH:7]=[CH:8][C:9]([Cl:11])=[N:10][C:2]=1[Cl:1], predict the reactants needed to synthesize it. The reactants are: [Cl:1][C:2]1[N:10]=[C:9]([Cl:11])[CH:8]=[CH:7][C:3]=1[C:4]([OH:6])=[O:5].O=S(Cl)Cl.[CH3:16]O. (5) Given the product [OH:23][C:7]([CH3:21])([CH2:6][CH2:5][C:4]1[C:9](=[O:8])[C:10]([CH3:13])=[C:11]([CH3:12])[C:2](=[O:1])[C:3]=1[CH3:22])[C:14]([NH:16][CH2:17][CH2:18][CH2:19][OH:20])=[O:15], predict the reactants needed to synthesize it. The reactants are: [OH:1][C:2]1[C:3]([CH3:22])=[C:4]2[C:9](=[C:10]([CH3:13])[C:11]=1[CH3:12])[O:8][C:7]([CH3:21])([C:14]([NH:16][CH2:17][CH2:18][CH2:19][OH:20])=[O:15])[CH2:6][CH2:5]2.[O:23]=[N+]([O-])[O-].[O-][N+](=O)[O-].[O-][N+](=O)[O-].[O-][N+](=O)[O-].[O-][N+](=O)[O-].[O-][N+](=O)[O-].[Ce+4].[NH4+].[NH4+]. (6) Given the product [NH2:1][C:4]1[NH:8][N:7]=[C:6]([NH:9][C:10](=[O:16])[O:11][C:12]([CH3:14])([CH3:13])[CH3:15])[CH:5]=1, predict the reactants needed to synthesize it. The reactants are: [N+:1]([C:4]1[NH:8][N:7]=[C:6]([NH:9][C:10](=[O:16])[O:11][C:12]([CH3:15])([CH3:14])[CH3:13])[CH:5]=1)([O-])=O. (7) Given the product [N:39]1[C:40]2[C:35](=[C:34]([C:2]#[C:1][C:3]3[CH:4]=[C:5]([CH:29]=[CH:30][C:31]=3[CH3:32])[C:6]([NH:8][C:9]3[CH:14]=[CH:13][C:12]([CH2:15][N:16]4[CH2:17][CH2:18][N:19]([CH2:22][CH2:23][OH:24])[CH2:20][CH2:21]4)=[C:11]([C:25]([F:28])([F:26])[F:27])[CH:10]=3)=[O:7])[CH:43]=[CH:42][CH:41]=2)[CH:36]=[N:37][CH:38]=1, predict the reactants needed to synthesize it. The reactants are: [C:1]([C:3]1[CH:4]=[C:5]([CH:29]=[CH:30][C:31]=1[CH3:32])[C:6]([NH:8][C:9]1[CH:14]=[CH:13][C:12]([CH2:15][N:16]2[CH2:21][CH2:20][N:19]([CH2:22][CH2:23][OH:24])[CH2:18][CH2:17]2)=[C:11]([C:25]([F:28])([F:27])[F:26])[CH:10]=1)=[O:7])#[CH:2].Br[C:34]1[CH:43]=[CH:42][CH:41]=[C:40]2[C:35]=1[CH:36]=[N:37][CH:38]=[N:39]2.